Dataset: Catalyst prediction with 721,799 reactions and 888 catalyst types from USPTO. Task: Predict which catalyst facilitates the given reaction. (1) Reactant: [CH3:1][O:2][C:3](=[O:12])[CH2:4][C:5]1[CH:10]=[CH:9][CH:8]=[C:7]([OH:11])[CH:6]=1.I[CH:14]([CH2:16][CH3:17])[CH3:15].C(=O)([O-])[O-].[K+].[K+]. Product: [CH3:1][O:2][C:3](=[O:12])[CH2:4][C:5]1[CH:10]=[CH:9][CH:8]=[C:7]([O:11][CH:14]([CH2:16][CH3:17])[CH3:15])[CH:6]=1. The catalyst class is: 21. (2) Reactant: Br[C:2]1[C:3]([C:17]2[CH:22]=[CH:21][CH:20]=[CH:19][CH:18]=2)=[N:4][N:5]2[C:10]([Si:11]([CH3:14])([CH3:13])[CH3:12])=[C:9]([O:15][CH3:16])[CH:8]=[CH:7][C:6]=12.C([Li])CCC.[Cl:28][C:29]1[CH:34]=[C:33]([C:35]([O:37][CH3:38])=[O:36])[N:32]=[C:31]([CH:39]=[O:40])[CH:30]=1.[Cl-].[NH4+]. Product: [Cl:28][C:29]1[CH:30]=[C:31]([CH:39]([OH:40])[C:2]2[C:3]([C:17]3[CH:22]=[CH:21][CH:20]=[CH:19][CH:18]=3)=[N:4][N:5]3[C:10]([Si:11]([CH3:14])([CH3:12])[CH3:13])=[C:9]([O:15][CH3:16])[CH:8]=[CH:7][C:6]=23)[N:32]=[C:33]([C:35]([O:37][CH3:38])=[O:36])[CH:34]=1. The catalyst class is: 392. (3) Reactant: [N+:1]([C:4]1[CH:9]=[CH:8][C:7]([C:10]2[S:11][C:12]3[CH:18]=[C:17]([OH:19])[CH:16]=[CH:15][C:13]=3[N:14]=2)=[CH:6][CH:5]=1)([O-:3])=[O:2].[H-].[Na+].[C:22](Cl)(=[O:24])[CH3:23]. Product: [C:22]([O:19][C:17]1[CH:16]=[CH:15][C:13]2[N:14]=[C:10]([C:7]3[CH:6]=[CH:5][C:4]([N+:1]([O-:3])=[O:2])=[CH:9][CH:8]=3)[S:11][C:12]=2[CH:18]=1)(=[O:24])[CH3:23]. The catalyst class is: 1. (4) Reactant: [Cl:1][C:2]1[CH:7]=[CH:6][C:5]([N:8]2[CH2:13][CH2:12][N:11]([C:14]([C@H:16]3[CH2:20][CH2:19][CH2:18][C@@H:17]3[NH:21]C(=O)OC(C)(C)C)=[O:15])[CH2:10][C:9]2([CH3:30])[CH3:29])=[CH:4][CH:3]=1. Product: [ClH:1].[NH2:21][C@H:17]1[CH2:18][CH2:19][CH2:20][C@H:16]1[C:14]([N:11]1[CH2:12][CH2:13][N:8]([C:5]2[CH:4]=[CH:3][C:2]([Cl:1])=[CH:7][CH:6]=2)[C:9]([CH3:30])([CH3:29])[CH2:10]1)=[O:15]. The catalyst class is: 89. (5) Reactant: Cl[C:2]1[CH:7]=[C:6]([Cl:8])[N:5]=[C:4]([NH2:9])[N:3]=1.[NH2:10][CH2:11][CH2:12][C:13]1[CH:18]=[CH:17][C:16]([S:19]([NH2:22])(=[O:21])=[O:20])=[CH:15][CH:14]=1.CCN(C(C)C)C(C)C.C([O-])(O)=O.[Na+]. The catalyst class is: 41. Product: [NH2:9][C:4]1[N:3]=[C:2]([NH:10][CH2:11][CH2:12][C:13]2[CH:14]=[CH:15][C:16]([S:19]([NH2:22])(=[O:20])=[O:21])=[CH:17][CH:18]=2)[CH:7]=[C:6]([Cl:8])[N:5]=1. (6) Reactant: [OH:1][C@@H:2]1[CH2:6][CH2:5][N:4]([C:7]([CH:9]2[CH2:14][CH2:13][O:12][CH2:11][CH2:10]2)=[O:8])[CH2:3]1.CCN(CC)CC.[CH3:22][S:23](Cl)(=[O:25])=[O:24].O. Product: [CH3:22][S:23]([O:1][C@@H:2]1[CH2:6][CH2:5][N:4]([C:7]([CH:9]2[CH2:14][CH2:13][O:12][CH2:11][CH2:10]2)=[O:8])[CH2:3]1)(=[O:25])=[O:24]. The catalyst class is: 2. (7) Reactant: [F:1][C:2]([F:16])([F:15])[C:3]([C:6]1[CH:11]=[CH:10][C:9]([O:12][CH3:13])=[C:8]([CH3:14])[CH:7]=1)([OH:5])[CH3:4].[H-].[Na+].I[CH3:20].O. Product: [CH3:13][O:12][C:9]1[CH:10]=[CH:11][C:6]([C:3]([O:5][CH3:20])([CH3:4])[C:2]([F:15])([F:16])[F:1])=[CH:7][C:8]=1[CH3:14]. The catalyst class is: 39.